This data is from Full USPTO retrosynthesis dataset with 1.9M reactions from patents (1976-2016). The task is: Predict the reactants needed to synthesize the given product. (1) Given the product [CH:27]1([NH:26][C:25]([C@@H:21]2[CH2:22][CH2:23][CH2:24][N:20]2[C:18](=[O:19])[CH2:17][O:16][C:14]2[N:13]([C:32]3[CH:37]=[CH:36][CH:35]=[CH:34][CH:33]=3)[N:12]=[C:11]([C:9]([NH:8][CH2:7][C:6]([OH:38])=[O:5])=[O:10])[CH:15]=2)=[O:31])[CH2:30][CH2:29][CH2:28]1, predict the reactants needed to synthesize it. The reactants are: C([O:5][C:6](=[O:38])[CH2:7][NH:8][C:9]([C:11]1[CH:15]=[C:14]([O:16][CH2:17][C:18]([N:20]2[CH2:24][CH2:23][CH2:22][C@H:21]2[C:25](=[O:31])[NH:26][CH:27]2[CH2:30][CH2:29][CH2:28]2)=[O:19])[N:13]([C:32]2[CH:37]=[CH:36][CH:35]=[CH:34][CH:33]=2)[N:12]=1)=[O:10])(C)(C)C.C(O)(C(F)(F)F)=O. (2) The reactants are: [OH:1][C:2]1[C:3]([CH:11]2[C:19]3[C:14](=[C:15]([C:20]([F:23])([F:22])[F:21])[CH:16]=[CH:17][CH:18]=3)[NH:13][C:12]2=[O:24])=[CH:4][C:5]2[O:9][CH2:8][O:7][C:6]=2[CH:10]=1.[CH2:25]=[O:26].[OH-].[Na+]. Given the product [OH:1][C:2]1[C:3]([C:11]2([CH2:25][OH:26])[C:19]3[C:14](=[C:15]([C:20]([F:23])([F:22])[F:21])[CH:16]=[CH:17][CH:18]=3)[NH:13][C:12]2=[O:24])=[CH:4][C:5]2[O:9][CH2:8][O:7][C:6]=2[CH:10]=1, predict the reactants needed to synthesize it. (3) Given the product [CH:17]1[CH:18]=[CH:19][N:20]2[CH2:26][C:25]3[CH:27]=[CH:28][CH:29]=[CH:30][C:24]=3[N:23]([C:14]([C:11]3[CH:10]=[CH:9][C:8]([C:4]4[CH:5]=[CH:6][CH:7]=[C:2]([CH3:1])[CH:3]=4)=[CH:13][CH:12]=3)=[O:16])[CH2:22][C:21]=12, predict the reactants needed to synthesize it. The reactants are: [CH3:1][C:2]1[CH:3]=[C:4]([C:8]2[CH:13]=[CH:12][C:11]([C:14]([OH:16])=O)=[CH:10][CH:9]=2)[CH:5]=[CH:6][CH:7]=1.[CH:17]1[CH:18]=[CH:19][N:20]2[CH2:26][C:25]3[CH:27]=[CH:28][CH:29]=[CH:30][C:24]=3[NH:23][CH2:22][C:21]=12.C(N(CC)C(C)C)(C)C. (4) Given the product [CH:42]1([CH2:45][O:46][C:47]2[CH:55]=[CH:54][C:50]3[O:51][CH2:52][O:53][C:49]=3[C:48]=2[C:56]2[C:57]3[NH:64][CH:63]=[C:62]([C:65]([NH:1][C@@H:2]([CH2:32][C:33]4[C:41]5[C:36](=[CH:37][CH:38]=[CH:39][CH:40]=5)[NH:35][CH:34]=4)[C:3]([N:5]4[CH2:6][CH2:7][CH:8]([N:11]5[N:20]=[C:19]([C:21]6[CH:26]=[CH:25][C:24]([O:27][CH3:28])=[C:23]([O:29][CH3:30])[CH:22]=6)[C@@H:18]6[C@@H:13]([CH2:14][CH2:15][CH2:16][CH2:17]6)[C:12]5=[O:31])[CH2:9][CH2:10]4)=[O:4])=[O:66])[C:58]=3[N:59]=[CH:60][N:61]=2)[CH2:43][CH2:44]1, predict the reactants needed to synthesize it. The reactants are: [NH2:1][C@@H:2]([CH2:32][C:33]1[C:41]2[C:36](=[CH:37][CH:38]=[CH:39][CH:40]=2)[NH:35][CH:34]=1)[C:3]([N:5]1[CH2:10][CH2:9][CH:8]([N:11]2[N:20]=[C:19]([C:21]3[CH:26]=[CH:25][C:24]([O:27][CH3:28])=[C:23]([O:29][CH3:30])[CH:22]=3)[C@@H:18]3[C@@H:13]([CH2:14][CH2:15][CH2:16][CH2:17]3)[C:12]2=[O:31])[CH2:7][CH2:6]1)=[O:4].[CH:42]1([CH2:45][O:46][C:47]2[CH:55]=[CH:54][C:50]3[O:51][CH2:52][O:53][C:49]=3[C:48]=2[C:56]2[C:57]3[NH:64][CH:63]=[C:62]([C:65](O)=[O:66])[C:58]=3[N:59]=[CH:60][N:61]=2)[CH2:44][CH2:43]1.C(Cl)CCl.C1C=CC2N(O)N=NC=2C=1. (5) Given the product [CH2:1]([NH:3][C:4]([C@@H:5]1[C@H:6]([CH3:7])[O:19][C:10]([C:11]2[CH:16]=[CH:15][C:14]([I:17])=[CH:13][C:12]=2[OH:18])=[N:9]1)=[O:20])[CH3:2], predict the reactants needed to synthesize it. The reactants are: [CH2:1]([NH:3][C:4](=[O:20])[C@@H:5]([NH:9][C:10](=[O:19])[C:11]1[CH:16]=[CH:15][C:14]([I:17])=[CH:13][C:12]=1[OH:18])[C@H:6](O)[CH3:7])[CH3:2].C(Cl)Cl.S(Cl)(Cl)=O.